Dataset: Reaction yield outcomes from USPTO patents with 853,638 reactions. Task: Predict the reaction yield, written as a fraction of the theoretical maximum amount of product (1.0 means a 100% yield; for example, 0.34 means a 34% yield). The reactants are [Cl:1][C:2]1[N:11]=[C:10](Cl)[C:9]2[C:4](=[CH:5][CH:6]=[CH:7][CH:8]=2)[N:3]=1.[C:13]1([CH:19]([C:21]2[CH:26]=[CH:25][CH:24]=[CH:23][CH:22]=2)[NH2:20])[CH:18]=[CH:17][CH:16]=[CH:15][CH:14]=1.C(N(CC)CC)C. The catalyst is C1COCC1. The product is [CH:19]([NH:20][C:10]1[C:9]2[C:4](=[CH:5][CH:6]=[CH:7][CH:8]=2)[N:3]=[C:2]([Cl:1])[N:11]=1)([C:21]1[CH:22]=[CH:23][CH:24]=[CH:25][CH:26]=1)[C:13]1[CH:18]=[CH:17][CH:16]=[CH:15][CH:14]=1. The yield is 0.760.